From a dataset of Catalyst prediction with 721,799 reactions and 888 catalyst types from USPTO. Predict which catalyst facilitates the given reaction. (1) The catalyst class is: 12. Product: [Cl:1][C:2]1[N:7]=[C:6]([NH:12][C:13]2[CH:21]=[CH:20][C:16]([C:17]([NH2:19])=[O:18])=[CH:15][CH:14]=2)[C:5]([N+:9]([O-:11])=[O:10])=[CH:4][N:3]=1. Reactant: [Cl:1][C:2]1[N:7]=[C:6](Cl)[C:5]([N+:9]([O-:11])=[O:10])=[CH:4][N:3]=1.[NH2:12][C:13]1[CH:21]=[CH:20][C:16]([C:17]([NH2:19])=[O:18])=[CH:15][CH:14]=1. (2) Reactant: [C:1]1([CH3:7])[CH:6]=[CH:5][CH:4]=[CH:3][CH:2]=1.[C:8](=[O:11])([O-])[O-:9].[K+].[K+].[C:14]1([C@H:20]2[C:29]3[C:24](=[CH:25][CH:26]=[CH:27][CH:28]=3)[CH2:23][CH2:22][NH:21]2)[CH:19]=[CH:18][CH:17]=[CH:16][CH:15]=1.C(=O)(O)O.C(Cl)C1C=CC=CC=1. Product: [C:14]1([C@H:20]2[C:29]3[C:24](=[CH:25][CH:26]=[CH:27][CH:28]=3)[CH2:23][CH2:22][N:21]2[C:8]([O:9][CH2:7][C:1]2[CH:6]=[CH:5][CH:4]=[CH:3][CH:2]=2)=[O:11])[CH:15]=[CH:16][CH:17]=[CH:18][CH:19]=1. The catalyst class is: 6.